Dataset: CYP3A4 inhibition data for predicting drug metabolism from PubChem BioAssay. Task: Regression/Classification. Given a drug SMILES string, predict its absorption, distribution, metabolism, or excretion properties. Task type varies by dataset: regression for continuous measurements (e.g., permeability, clearance, half-life) or binary classification for categorical outcomes (e.g., BBB penetration, CYP inhibition). Dataset: cyp3a4_veith. (1) The drug is O=C(c1cc(-c2ccco2)on1)N1CCOCC1. The result is 0 (non-inhibitor). (2) The result is 0 (non-inhibitor). The molecule is O=c1[nH]c(=O)c2nc3ccccc3nc2[nH]1. (3) The compound is N/C(=N\OC(=O)c1cc(-c2ccccc2)nc2ccccc12)c1ccc(Cl)cc1. The result is 0 (non-inhibitor). (4) The compound is COc1ccc(Oc2ncc3ncc(=O)n(Cc4cccc(OC)c4)c3n2)cc1. The result is 1 (inhibitor).